From a dataset of Catalyst prediction with 721,799 reactions and 888 catalyst types from USPTO. Predict which catalyst facilitates the given reaction. (1) Reactant: [C:1]([C:5]1[N:10]=[C:9]([N:11]2[CH2:16][CH2:15][N:14]([CH2:17][CH2:18][CH2:19][CH2:20][NH2:21])[CH2:13][CH2:12]2)[CH:8]=[C:7]([C:22]([F:25])([F:24])[F:23])[N:6]=1)([CH3:4])([CH3:3])[CH3:2].C1N=CN([C:31](N2C=NC=C2)=[O:32])C=1.[C:38]1([N:44]2[CH2:50][CH2:49][CH2:48][NH:47][CH2:46][CH2:45]2)[CH:43]=[CH:42][CH:41]=[CH:40][CH:39]=1. Product: [C:1]([C:5]1[N:10]=[C:9]([N:11]2[CH2:16][CH2:15][N:14]([CH2:17][CH2:18][CH2:19][CH2:20][NH:21][C:31]([N:47]3[CH2:48][CH2:49][CH2:50][N:44]([C:38]4[CH:43]=[CH:42][CH:41]=[CH:40][CH:39]=4)[CH2:45][CH2:46]3)=[O:32])[CH2:13][CH2:12]2)[CH:8]=[C:7]([C:22]([F:24])([F:25])[F:23])[N:6]=1)([CH3:4])([CH3:2])[CH3:3]. The catalyst class is: 147. (2) Reactant: [CH2:1]([O:5][CH2:6][CH2:7][O:8][C:9]1[CH:14]=[CH:13][C:12]([C:15]2[CH:16]=[CH:17][C:18]3[N:24]([CH2:25][CH:26]([CH3:28])[CH3:27])[CH2:23][CH2:22][C:21]([C:29]([NH:31][C:32]4[CH:37]=[CH:36][C:35]([S:38][CH2:39][C:40]5[N:41]([CH2:45][CH2:46][CH2:47][CH3:48])[CH:42]=[N:43][CH:44]=5)=[CH:34][CH:33]=4)=[O:30])=[CH:20][C:19]=3[CH:49]=2)=[CH:11][CH:10]=1)[CH2:2][CH2:3][CH3:4].ClC1C=CC=C(C(OO)=[O:58])C=1.S([O-])([O-])(=O)=S.[Na+].[Na+]. Product: [CH2:1]([O:5][CH2:6][CH2:7][O:8][C:9]1[CH:10]=[CH:11][C:12]([C:15]2[CH:16]=[CH:17][C:18]3[N:24]([CH2:25][CH:26]([CH3:27])[CH3:28])[CH2:23][CH2:22][C:21]([C:29]([NH:31][C:32]4[CH:33]=[CH:34][C:35]([S:38]([CH2:39][C:40]5[N:41]([CH2:45][CH2:46][CH2:47][CH3:48])[CH:42]=[N:43][CH:44]=5)=[O:58])=[CH:36][CH:37]=4)=[O:30])=[CH:20][C:19]=3[CH:49]=2)=[CH:13][CH:14]=1)[CH2:2][CH2:3][CH3:4]. The catalyst class is: 4. (3) Reactant: [CH2:1]([O:3][CH2:4][C:5]1[N:6]([CH2:18][CH2:19][CH2:20][CH2:21][CH2:22][C:23]([O:25]CC)=O)[C:7]2[C:16]3[CH:15]=[CH:14][CH:13]=[CH:12][C:11]=3[N:10]=[CH:9][C:8]=2[N:17]=1)[CH3:2].[CH2:28]([NH2:31])[CH2:29][CH3:30]. Product: [CH2:1]([O:3][CH2:4][C:5]1[N:6]([CH2:18][CH2:19][CH2:20][CH2:21][CH2:22][C:23]([NH:31][CH2:28][CH2:29][CH3:30])=[O:25])[C:7]2[C:16]3[CH:15]=[CH:14][CH:13]=[CH:12][C:11]=3[N:10]=[CH:9][C:8]=2[N:17]=1)[CH3:2]. The catalyst class is: 1. (4) Reactant: [N:1]1[C:9]2[CH2:8][CH2:7][NH:6][CH2:5][C:4]=2[S:3][C:2]=1[NH:10][C:11](=[O:13])[CH3:12].Cl[C:15]1[CH:20]=[N:19][CH:18]=[CH:17][N:16]=1.O. Product: [N:16]1[CH:17]=[CH:18][N:19]=[CH:20][C:15]=1[N:6]1[CH2:7][CH2:8][C:9]2[N:1]=[C:2]([NH:10][C:11](=[O:13])[CH3:12])[S:3][C:4]=2[CH2:5]1. The catalyst class is: 37.